Dataset: Catalyst prediction with 721,799 reactions and 888 catalyst types from USPTO. Task: Predict which catalyst facilitates the given reaction. (1) Product: [C:30]([C:8]1[N:7]([CH2:6][CH2:5][OH:4])[C:11]2[CH:12]=[CH:13][C:14]([NH:16][S:17]([C:20]3[CH:21]=[CH:22][C:23]([NH:26][C:27](=[O:29])[CH3:28])=[CH:24][CH:25]=3)(=[O:18])=[O:19])=[CH:15][C:10]=2[N:9]=1)([CH3:33])([CH3:31])[CH3:32]. The catalyst class is: 6. Reactant: C([O:4][CH2:5][CH2:6][N:7]1[C:11]2[CH:12]=[CH:13][C:14]([NH:16][S:17]([C:20]3[CH:25]=[CH:24][C:23]([NH:26][C:27](=[O:29])[CH3:28])=[CH:22][CH:21]=3)(=[O:19])=[O:18])=[CH:15][C:10]=2[N:9]=[C:8]1[C:30]([CH3:33])([CH3:32])[CH3:31])(=O)C.[OH-].[Na+]. (2) Reactant: [N+:1]([C:4]1[CH:9]=[CH:8][C:7]([CH:10]([OH:15])[C:11]([F:14])([F:13])[F:12])=[CH:6][CH:5]=1)([O-])=O. Product: [NH2:1][C:4]1[CH:9]=[CH:8][C:7]([CH:10]([OH:15])[C:11]([F:12])([F:13])[F:14])=[CH:6][CH:5]=1. The catalyst class is: 19. (3) Reactant: [SH:1][C:2]1[CH:7]=[CH:6][C:5]([CH2:8][OH:9])=[CH:4][CH:3]=1.[NH2:10][C:11]1[N:16]=[C:15]([OH:17])[C:14](Br)=[C:13]([CH3:19])[N:12]=1.O.Cl. Product: [NH2:10][C:11]1[N:16]=[C:15]([OH:17])[C:14]([S:1][C:2]2[CH:7]=[CH:6][C:5]([CH2:8][OH:9])=[CH:4][CH:3]=2)=[C:13]([CH3:19])[N:12]=1. The catalyst class is: 196. (4) Reactant: Cl[C:2]1[CH:7]=[C:6]([C:8]2[CH:13]=[CH:12][C:11]([O:14][CH3:15])=[C:10]([O:16][CH3:17])[CH:9]=2)[N:5]=[C:4]([O:18][CH3:19])[N:3]=1.C(N(CC)C(C)C)(C)C.[CH3:29][CH:30]([NH2:39])[CH2:31][C:32]1[CH:37]=[CH:36][C:35]([Cl:38])=[CH:34][CH:33]=1.Cl. Product: [Cl:38][C:35]1[CH:34]=[CH:33][C:32]([CH2:31][CH:30]([NH:39][C:2]2[CH:7]=[C:6]([C:8]3[CH:13]=[CH:12][C:11]([O:14][CH3:15])=[C:10]([O:16][CH3:17])[CH:9]=3)[N:5]=[C:4]([O:18][CH3:19])[N:3]=2)[CH3:29])=[CH:37][CH:36]=1. The catalyst class is: 1. (5) Reactant: [N:1]1([CH:6]([C:8]2[CH:35]=[CH:34][C:11]([CH2:12][N:13]3[CH:21]=[C:20]4[C:15]([N:16]=[CH:17][N:18]=[C:19]4[NH:22][CH2:23][C:24]4[C:29](Cl)=[CH:28][CH:27]=[C:26]([O:31][CH3:32])[C:25]=4[F:33])=[N:14]3)=[CH:10][CH:9]=2)[CH3:7])[CH:5]=[CH:4][CH:3]=[N:2]1.C1(P(C2CCCCC2)C2C=CC=CC=2C2C(OC)=CC=CC=2OC)CCCCC1.[CH3:65][N:66]1CCCC1=O. Product: [N:1]1([CH:6]([C:8]2[CH:35]=[CH:34][C:11]([CH2:12][N:13]3[CH:21]=[C:20]4[C:15]([N:16]=[CH:17][N:18]=[C:19]4[NH:22][CH2:23][C:24]4[C:25]([F:33])=[C:26]([O:31][CH3:32])[CH:27]=[CH:28][C:29]=4[C:65]#[N:66])=[N:14]3)=[CH:10][CH:9]=2)[CH3:7])[CH:5]=[CH:4][CH:3]=[N:2]1. The catalyst class is: 110. (6) Product: [Cl:20][C:21]1[CH:22]=[C:23]([C:24]([C:2]2[CH:7]=[C:6]([O:8][C:9]([F:12])([F:11])[F:10])[CH:5]=[C:4]([O:13][CH3:14])[CH:3]=2)=[O:25])[CH:30]=[C:31]([Cl:33])[N:32]=1. Reactant: Br[C:2]1[CH:7]=[C:6]([O:8][C:9]([F:12])([F:11])[F:10])[CH:5]=[C:4]([O:13][CH3:14])[CH:3]=1.[Li]C(C)(C)C.[Cl:20][C:21]1[CH:22]=[C:23]([CH:30]=[C:31]([Cl:33])[N:32]=1)[C:24](N(OC)C)=[O:25]. The catalyst class is: 1. (7) The catalyst class is: 109. Reactant: Br[C:2]1[CH:3]=[CH:4][CH:5]=[C:6]2[C:11]=1[N:10]=[CH:9][CH:8]=[CH:7]2.C([Sn](CCCC)(CCCC)[C:17]([O:19]CC)=[CH2:18])CCC. Product: [N:10]1[C:11]2[C:6](=[CH:5][CH:4]=[CH:3][C:2]=2[C:17](=[O:19])[CH3:18])[CH:7]=[CH:8][CH:9]=1.